Dataset: Full USPTO retrosynthesis dataset with 1.9M reactions from patents (1976-2016). Task: Predict the reactants needed to synthesize the given product. (1) Given the product [NH2:1][C:2]1[C:11]([NH2:12])=[CH:10][CH:9]=[CH:8][C:3]=1[C:4]([O:6][CH3:7])=[O:5], predict the reactants needed to synthesize it. The reactants are: [NH2:1][C:2]1[C:11]([N+:12]([O-])=O)=[CH:10][CH:9]=[CH:8][C:3]=1[C:4]([O:6][CH3:7])=[O:5].[H][H]. (2) Given the product [CH2:14]([O:13][C:5]1[CH:4]=[CH:3][C:2]([B:21]2[O:25][C:24]([CH3:27])([CH3:26])[C:23]([CH3:29])([CH3:28])[O:22]2)=[CH:7][C:6]=1[CH2:8][C:9]([O:11][CH3:12])=[O:10])[CH3:15], predict the reactants needed to synthesize it. The reactants are: Br[C:2]1[CH:3]=[CH:4][C:5]([O:13][CH2:14][CH3:15])=[C:6]([CH2:8][C:9]([O:11][CH3:12])=[O:10])[CH:7]=1.C([O-])(=O)C.[K+].[B:21]1([B:21]2[O:25][C:24]([CH3:27])([CH3:26])[C:23]([CH3:29])([CH3:28])[O:22]2)[O:25][C:24]([CH3:27])([CH3:26])[C:23]([CH3:29])([CH3:28])[O:22]1.